From a dataset of Reaction yield outcomes from USPTO patents with 853,638 reactions. Predict the reaction yield, written as a fraction of the theoretical maximum amount of product (1.0 means a 100% yield; for example, 0.34 means a 34% yield). (1) The reactants are [Cl:1][C:2]1[CH:7]=[CH:6][CH:5]=[CH:4][C:3]=1[C:8]1[C:9]([C:16]2[CH:21]=[CH:20][C:19]([Cl:22])=[CH:18][CH:17]=2)=[CH:10][C:11]([NH:14][NH2:15])=[N:12][CH:13]=1.[CH3:23][C:24]1[C:29]([CH2:30][C:31](O)=[O:32])=[CH:28][CH:27]=[C:26]([C:34]([F:37])([F:36])[F:35])[N:25]=1.ClC1C=CC=CC=1C1N=NC(NNC(=O)CC2C=CC(C(F)(F)F)=CC=2)=CC=1C1C=CC(Cl)=CC=1. No catalyst specified. The product is [Cl:1][C:2]1[CH:7]=[CH:6][CH:5]=[CH:4][C:3]=1[C:8]1[C:9]([C:16]2[CH:21]=[CH:20][C:19]([Cl:22])=[CH:18][CH:17]=2)=[CH:10][C:11]([NH:14][NH:15][C:31](=[O:32])[CH2:30][C:29]2[C:24]([CH3:23])=[N:25][C:26]([C:34]([F:35])([F:37])[F:36])=[CH:27][CH:28]=2)=[N:12][CH:13]=1. The yield is 0.990. (2) The reactants are [CH2:1]([O:3][C:4](=[O:26])[C:5](=P(C1C=CC=CC=1)(C1C=CC=CC=1)C1C=CC=CC=1)[CH3:6])[CH3:2].[CH2:27](O)[CH:28]=[O:29]. The catalyst is C(Cl)Cl. The product is [CH2:1]([O:3][C:4](=[O:26])[C:5]([CH3:6])=[CH:27][CH2:28][OH:29])[CH3:2]. The yield is 0.900. (3) The reactants are [Br:1][C:2]1[CH:7]=[CH:6][C:5]([SH:8])=[CH:4][CH:3]=1.C(=O)([O-])[O-].[K+].[K+].Br[CH2:16][CH:17]([O:20][CH3:21])[O:18][CH3:19]. The catalyst is CC(C)=O. The product is [Br:1][C:2]1[CH:7]=[CH:6][C:5]([S:8][CH2:16][CH:17]([O:20][CH3:21])[O:18][CH3:19])=[CH:4][CH:3]=1. The yield is 0.870. (4) The reactants are NCC(N)C.[C:6]1([CH2:12][C@H:13]([NH2:16])[CH2:14][NH2:15])[CH:11]=[CH:10][CH:9]=[CH:8][CH:7]=1.[C:17]([NH:25][C:26]1[CH:27]=[C:28]([CH:32]=[CH:33][N:34]=1)[C:29](O)=O)(=[O:24])[C:18]1[CH:23]=[CH:22][CH:21]=[CH:20][CH:19]=1. No catalyst specified. The product is [CH2:12]([CH:13]1[CH2:14][NH:15][C:29]([C:28]2[CH:32]=[CH:33][N:34]=[C:26]([NH:25][C:17](=[O:24])[C:18]3[CH:19]=[CH:20][CH:21]=[CH:22][CH:23]=3)[CH:27]=2)=[N:16]1)[C:6]1[CH:11]=[CH:10][CH:9]=[CH:8][CH:7]=1. The yield is 0.340. (5) The reactants are [OH:1][C:2]1[CH:9]=[CH:8][C:5]([CH:6]=[O:7])=[C:4]([CH3:10])[CH:3]=1.C(=O)([O-])[O-].[K+].[K+].Br[CH2:18][C:19]1[CH:24]=[CH:23][C:22]([C:25]([F:28])([F:27])[F:26])=[CH:21][C:20]=1[C:29]([F:32])([F:31])[F:30].O. The catalyst is CN(C=O)C. The product is [F:30][C:29]([F:31])([F:32])[C:20]1[CH:21]=[C:22]([C:25]([F:28])([F:26])[F:27])[CH:23]=[CH:24][C:19]=1[CH2:18][O:1][C:2]1[CH:9]=[CH:8][C:5]([CH:6]=[O:7])=[C:4]([CH3:10])[CH:3]=1. The yield is 0.940. (6) The yield is 0.990. The reactants are [N+:1]([C:4]1[CH:9]=[CH:8][C:7]([OH:10])=[CH:6][CH:5]=1)([O-:3])=[O:2].[CH:11]1([CH2:14]O)[CH2:13][CH2:12]1.C1(P(C2C=CC=CC=2)C2C=CC=CC=2)C=CC=CC=1.N(C(OC(C)C)=O)=NC(OC(C)C)=O. The product is [CH:11]1([CH2:14][O:10][C:7]2[CH:8]=[CH:9][C:4]([N+:1]([O-:3])=[O:2])=[CH:5][CH:6]=2)[CH2:13][CH2:12]1. The catalyst is O1CCCC1. (7) The reactants are COC[O:4][C:5]1[CH:6]=[C:7]([CH2:15][CH2:16][CH:17]([O:26][C:27](=[S:37])[NH:28][CH2:29][CH2:30][C:31]2[CH:36]=[CH:35][CH:34]=[CH:33][CH:32]=2)[CH2:18][CH2:19][C:20]2[CH:25]=[CH:24][CH:23]=[CH:22][CH:21]=2)[CH:8]=[CH:9][C:10]=1[O:11]COC.Cl. The catalyst is O1CCCC1.C(O)(C)C. The product is [OH:4][C:5]1[CH:6]=[C:7]([CH2:15][CH2:16][CH:17]([O:26][C:27](=[S:37])[NH:28][CH2:29][CH2:30][C:31]2[CH:32]=[CH:33][CH:34]=[CH:35][CH:36]=2)[CH2:18][CH2:19][C:20]2[CH:25]=[CH:24][CH:23]=[CH:22][CH:21]=2)[CH:8]=[CH:9][C:10]=1[OH:11]. The yield is 0.994. (8) The catalyst is ClCCl. The yield is 0.520. The reactants are [F:1][C:2]1[CH:3]=[C:4]([C@@H:9]2[N:14]([C:15]([O:17]C3C=CC([N+]([O-])=O)=CC=3)=O)[C:13](=[O:27])[NH:12][C:11]([CH2:28][O:29][CH3:30])=[C:10]2[C:31]([O:33][CH3:34])=[O:32])[CH:5]=[CH:6][C:7]=1[F:8].[N+:35]([C:38]1[CH:39]=[C:40]([C:44]2[CH2:45][CH2:46][N:47]([CH2:50][CH2:51][CH2:52][NH2:53])[CH2:48][CH:49]=2)[CH:41]=[CH:42][CH:43]=1)([O-])=O.C([O-])([O-])=O.[K+].[K+].CO. The product is [NH2:35][C:38]1[CH:39]=[C:40]([CH:44]2[CH2:45][CH2:46][N:47]([CH2:50][CH2:51][CH2:52][NH:53][C:15]([N:14]3[C@@H:9]([C:4]4[CH:5]=[CH:6][C:7]([F:8])=[C:2]([F:1])[CH:3]=4)[C:10]([C:31]([O:33][CH3:34])=[O:32])=[C:11]([CH2:28][O:29][CH3:30])[NH:12][C:13]3=[O:27])=[O:17])[CH2:48][CH2:49]2)[CH:41]=[CH:42][CH:43]=1.